Dataset: NCI-60 drug combinations with 297,098 pairs across 59 cell lines. Task: Regression. Given two drug SMILES strings and cell line genomic features, predict the synergy score measuring deviation from expected non-interaction effect. (1) Drug 1: CCC1=CC2CC(C3=C(CN(C2)C1)C4=CC=CC=C4N3)(C5=C(C=C6C(=C5)C78CCN9C7C(C=CC9)(C(C(C8N6C)(C(=O)OC)O)OC(=O)C)CC)OC)C(=O)OC.C(C(C(=O)O)O)(C(=O)O)O. Drug 2: C1=CC(=CC=C1CC(C(=O)O)N)N(CCCl)CCCl.Cl. Cell line: SNB-75. Synergy scores: CSS=15.1, Synergy_ZIP=-10.2, Synergy_Bliss=-1.41, Synergy_Loewe=-25.0, Synergy_HSA=-2.78. (2) Drug 1: C1CN1P(=S)(N2CC2)N3CC3. Drug 2: CCC1=C2CN3C(=CC4=C(C3=O)COC(=O)C4(CC)O)C2=NC5=C1C=C(C=C5)O. Cell line: T-47D. Synergy scores: CSS=29.6, Synergy_ZIP=13.3, Synergy_Bliss=20.5, Synergy_Loewe=-16.5, Synergy_HSA=2.72. (3) Drug 1: CC(C1=C(C=CC(=C1Cl)F)Cl)OC2=C(N=CC(=C2)C3=CN(N=C3)C4CCNCC4)N. Drug 2: COC1=NC(=NC2=C1N=CN2C3C(C(C(O3)CO)O)O)N. Cell line: SF-539. Synergy scores: CSS=-0.963, Synergy_ZIP=-0.541, Synergy_Bliss=-2.36, Synergy_Loewe=-4.54, Synergy_HSA=-3.18. (4) Drug 1: CN1C(=O)N2C=NC(=C2N=N1)C(=O)N. Drug 2: CCC1(C2=C(COC1=O)C(=O)N3CC4=CC5=C(C=CC(=C5CN(C)C)O)N=C4C3=C2)O.Cl. Cell line: MDA-MB-231. Synergy scores: CSS=15.2, Synergy_ZIP=-0.847, Synergy_Bliss=0.00190, Synergy_Loewe=-9.97, Synergy_HSA=0.841. (5) Drug 1: CS(=O)(=O)CCNCC1=CC=C(O1)C2=CC3=C(C=C2)N=CN=C3NC4=CC(=C(C=C4)OCC5=CC(=CC=C5)F)Cl. Drug 2: C1CC(=O)NC(=O)C1N2C(=O)C3=CC=CC=C3C2=O. Cell line: SK-MEL-28. Synergy scores: CSS=2.13, Synergy_ZIP=-0.475, Synergy_Bliss=0.933, Synergy_Loewe=1.87, Synergy_HSA=0.689. (6) Drug 1: CS(=O)(=O)C1=CC(=C(C=C1)C(=O)NC2=CC(=C(C=C2)Cl)C3=CC=CC=N3)Cl. Drug 2: CCC1=CC2CC(C3=C(CN(C2)C1)C4=CC=CC=C4N3)(C5=C(C=C6C(=C5)C78CCN9C7C(C=CC9)(C(C(C8N6C)(C(=O)OC)O)OC(=O)C)CC)OC)C(=O)OC.C(C(C(=O)O)O)(C(=O)O)O. Cell line: PC-3. Synergy scores: CSS=59.5, Synergy_ZIP=16.7, Synergy_Bliss=16.5, Synergy_Loewe=-24.8, Synergy_HSA=16.3. (7) Drug 1: CCC1=CC2CC(C3=C(CN(C2)C1)C4=CC=CC=C4N3)(C5=C(C=C6C(=C5)C78CCN9C7C(C=CC9)(C(C(C8N6C)(C(=O)OC)O)OC(=O)C)CC)OC)C(=O)OC.C(C(C(=O)O)O)(C(=O)O)O. Drug 2: C1CN(CCN1C(=O)CCBr)C(=O)CCBr. Synergy scores: CSS=47.4, Synergy_ZIP=-2.06, Synergy_Bliss=2.21, Synergy_Loewe=-13.4, Synergy_HSA=3.49. Cell line: K-562.